Dataset: Full USPTO retrosynthesis dataset with 1.9M reactions from patents (1976-2016). Task: Predict the reactants needed to synthesize the given product. (1) Given the product [Cl:1][C:2]1[CH:24]=[C:23]([Cl:25])[CH:22]=[CH:21][C:3]=1[CH2:4][N:5]1[CH2:9][CH2:8][N:7]([CH:10]2[CH2:19][CH2:18][C:13](=[O:14])[CH2:12][CH2:11]2)[C:6]1=[O:20], predict the reactants needed to synthesize it. The reactants are: [Cl:1][C:2]1[CH:24]=[C:23]([Cl:25])[CH:22]=[CH:21][C:3]=1[CH2:4][N:5]1[CH2:9][CH2:8][N:7]([CH:10]2[CH2:19][CH2:18][C:13]3(OCC[O:14]3)[CH2:12][CH2:11]2)[C:6]1=[O:20].Cl.C(=O)([O-])O.[Na+]. (2) Given the product [Br:1][C:2]1[S:6][C:5]([C:7](=[O:17])[CH:8]=[CH:9][C:10]2[CH:15]=[CH:14][C:13]([NH:16][CH3:18])=[CH:12][CH:11]=2)=[CH:4][CH:3]=1, predict the reactants needed to synthesize it. The reactants are: [Br:1][C:2]1[S:6][C:5]([C:7](=[O:17])[CH:8]=[CH:9][C:10]2[CH:15]=[CH:14][C:13]([NH2:16])=[CH:12][CH:11]=2)=[CH:4][CH:3]=1.[C:18](=O)([O-])[O-].[K+].[K+].CI.O. (3) Given the product [C:9]([C:12]1[C:13]([O:23][CH2:1][C:2]2[CH:7]=[CH:6][CH:5]=[CH:4][CH:3]=2)=[CH:14][C:15]([O:22][CH2:1][C:2]2[CH:7]=[CH:6][CH:5]=[CH:4][CH:3]=2)=[C:16]([CH:21]=1)[C:17]([O:19][CH3:20])=[O:18])(=[O:11])[CH3:10], predict the reactants needed to synthesize it. The reactants are: [CH2:1](Br)[C:2]1[CH:7]=[CH:6][CH:5]=[CH:4][CH:3]=1.[C:9]([C:12]1[C:13]([OH:23])=[CH:14][C:15]([OH:22])=[C:16]([CH:21]=1)[C:17]([O:19][CH3:20])=[O:18])(=[O:11])[CH3:10].C(=O)([O-])[O-].[K+].[K+].